From a dataset of Forward reaction prediction with 1.9M reactions from USPTO patents (1976-2016). Predict the product of the given reaction. (1) The product is: [C:3]([C:5]1[CH:10]=[C:9]([CH3:11])[C:8]([P:12]([O:22][CH2:23][C:24]2[CH:29]=[CH:28][CH:27]=[CH:26][CH:25]=2)(=[O:21])[O:13][CH2:14][C:15]2[CH:16]=[CH:17][CH:18]=[CH:19][CH:20]=2)=[C:7]([CH3:30])[C:6]=1[P:31]([O:32][CH2:33][C:34]1[CH:35]=[CH:36][CH:37]=[CH:38][CH:39]=1)(=[O:40])[O:41][CH2:42][C:43]1[CH:44]=[CH:45][CH:46]=[CH:47][CH:48]=1)([OH:4])=[O:2]. Given the reactants C[O:2][C:3]([C:5]1[CH:10]=[C:9]([CH3:11])[C:8]([P:12]([O:22][CH2:23][C:24]2[CH:29]=[CH:28][CH:27]=[CH:26][CH:25]=2)(=[O:21])[O:13][CH2:14][C:15]2[CH:20]=[CH:19][CH:18]=[CH:17][CH:16]=2)=[C:7]([CH3:30])[C:6]=1[P:31]([O:41][CH2:42][C:43]1[CH:48]=[CH:47][CH:46]=[CH:45][CH:44]=1)(=[O:40])[O:32][CH2:33][C:34]1[CH:39]=[CH:38][CH:37]=[CH:36][CH:35]=1)=[O:4].O.[OH-].[Li+].Cl, predict the reaction product. (2) Given the reactants [O:1]1[C:5]2[CH:6]=CC=[CH:9][C:4]=2[CH:3]=[C:2]1[C:10]1[NH:11][C:12](=[S:15])[NH:13][N:14]=1.Br.Br[CH2:18][C:19]1[CH:24]=[CH:23][CH:22]=[CH:21][N:20]=1, predict the reaction product. The product is: [CH3:9][C:4]1[CH:3]=[C:2]([C:10]2[NH:14][N:13]=[C:12]([S:15][CH2:18][C:19]3[CH:24]=[CH:23][CH:22]=[CH:21][N:20]=3)[N:11]=2)[O:1][C:5]=1[CH3:6].